Dataset: Full USPTO retrosynthesis dataset with 1.9M reactions from patents (1976-2016). Task: Predict the reactants needed to synthesize the given product. (1) Given the product [C:18]1([CH:7]([C:1]2[CH:6]=[CH:5][CH:4]=[CH:3][CH:2]=2)[C:8]2[NH:9][C:10]3[C:16]([Br:24])=[C:15]([NH2:17])[CH:14]=[CH:13][C:11]=3[N:12]=2)[CH:23]=[CH:22][CH:21]=[CH:20][CH:19]=1, predict the reactants needed to synthesize it. The reactants are: [C:1]1([CH:7]([C:18]2[CH:23]=[CH:22][CH:21]=[CH:20][CH:19]=2)[C:8]2[NH:9][C:10]3[CH:16]=[C:15]([NH2:17])[CH:14]=[CH:13][C:11]=3[N:12]=2)[CH:6]=[CH:5][CH:4]=[CH:3][CH:2]=1.[Br:24]Br. (2) The reactants are: [NH2:1][C:2]1[N:7]=[CH:6][C:5]([C:8]2[CH:9]=[CH:10][C:11]([O:31][CH3:32])=[C:12]([CH:30]=2)[CH2:13][NH:14][CH:15]2[CH2:20][CH2:19][CH:18]([N:21]([CH3:29])[C:22](=[O:28])[O:23][C:24]([CH3:27])([CH3:26])[CH3:25])[CH2:17][CH2:16]2)=[CH:4][CH:3]=1.[Cl:33][C:34]1[C:35]2[C:45]([F:46])=[CH:44][CH:43]=[C:42]([F:47])[C:36]=2[S:37][C:38]=1[C:39](Cl)=[O:40]. Given the product [NH2:1][C:2]1[N:7]=[CH:6][C:5]([C:8]2[CH:9]=[CH:10][C:11]([O:31][CH3:32])=[C:12]([CH:30]=2)[CH2:13][N:14]([C:39]([C:38]2[S:37][C:36]3[C:42]([F:47])=[CH:43][CH:44]=[C:45]([F:46])[C:35]=3[C:34]=2[Cl:33])=[O:40])[CH:15]2[CH2:16][CH2:17][CH:18]([N:21]([CH3:29])[C:22](=[O:28])[O:23][C:24]([CH3:26])([CH3:27])[CH3:25])[CH2:19][CH2:20]2)=[CH:4][CH:3]=1, predict the reactants needed to synthesize it.